This data is from NCI-60 drug combinations with 297,098 pairs across 59 cell lines. The task is: Regression. Given two drug SMILES strings and cell line genomic features, predict the synergy score measuring deviation from expected non-interaction effect. Drug 2: C1CN(CCN1C(=O)CCBr)C(=O)CCBr. Synergy scores: CSS=8.26, Synergy_ZIP=-2.73, Synergy_Bliss=-4.80, Synergy_Loewe=-11.5, Synergy_HSA=-5.80. Drug 1: CS(=O)(=O)C1=CC(=C(C=C1)C(=O)NC2=CC(=C(C=C2)Cl)C3=CC=CC=N3)Cl. Cell line: HCT116.